The task is: Predict the product of the given reaction.. This data is from Forward reaction prediction with 1.9M reactions from USPTO patents (1976-2016). (1) Given the reactants [CH3:1][O:2][C:3]1[CH:11]=[CH:10][CH:9]=[CH:8][C:4]=1[C:5]([NH2:7])=O.CO[CH:14](OC)[N:15](C)C.C(=O)(O)O.[C:24]1([NH:30][C:31]([NH2:33])=N)[CH:29]=[CH:28][CH:27]=[CH:26][CH:25]=1.CC(C)([O-])C.[K+].N#N, predict the reaction product. The product is: [CH3:1][O:2][C:3]1[CH:11]=[CH:10][CH:9]=[CH:8][C:4]=1[C:5]1[N:15]=[CH:14][N:33]=[C:31]([NH:30][C:24]2[CH:29]=[CH:28][CH:27]=[CH:26][CH:25]=2)[N:7]=1. (2) Given the reactants [C:1]1([S:7]([N:10]2[CH2:12][CH:11]2[C:13]([N:15]2[CH2:20][CH2:19][N:18]([C:21]3[CH:26]=[C:25]([CH3:27])[CH:24]=[CH:23][C:22]=3[CH3:28])[CH2:17][CH2:16]2)=[O:14])(=[O:9])=[O:8])[CH:6]=[CH:5][CH:4]=[CH:3][CH:2]=1.[I-].[Na+].[F:31][C:32]1[CH:37]=[CH:36][C:35]([N:38]=[C:39]=[O:40])=[CH:34][CH:33]=1, predict the reaction product. The product is: [C:1]1([S:7]([N:10]2[CH2:12][CH:11]([C:13]([N:15]3[CH2:16][CH2:17][N:18]([C:21]4[CH:26]=[C:25]([CH3:27])[CH:24]=[CH:23][C:22]=4[CH3:28])[CH2:19][CH2:20]3)=[O:14])[N:38]([C:35]3[CH:36]=[CH:37][C:32]([F:31])=[CH:33][CH:34]=3)[C:39]2=[O:40])(=[O:9])=[O:8])[CH:6]=[CH:5][CH:4]=[CH:3][CH:2]=1.